Dataset: Catalyst prediction with 721,799 reactions and 888 catalyst types from USPTO. Task: Predict which catalyst facilitates the given reaction. Reactant: [F:1][C:2]1[CH:3]=[C:4]([CH2:9][C:10]([NH:12][C@H:13]([C:15]([OH:17])=O)[CH3:14])=[O:11])[CH:5]=[C:6]([F:8])[CH:7]=1.Cl.[NH2:19][C@@H:20]([CH2:25][C:26]1[C:35]2[C:30](=[CH:31][CH:32]=[CH:33][CH:34]=2)[CH:29]=[CH:28][CH:27]=1)[C:21]([O:23][CH3:24])=[O:22]. Product: [F:8][C:6]1[CH:5]=[C:4]([CH2:9][C:10]([NH:12][C@H:13]([C:15]([NH:19][C@@H:20]([CH2:25][C:26]2[C:35]3[C:30](=[CH:31][CH:32]=[CH:33][CH:34]=3)[CH:29]=[CH:28][CH:27]=2)[C:21]([O:23][CH3:24])=[O:22])=[O:17])[CH3:14])=[O:11])[CH:3]=[C:2]([F:1])[CH:7]=1. The catalyst class is: 100.